Dataset: Forward reaction prediction with 1.9M reactions from USPTO patents (1976-2016). Task: Predict the product of the given reaction. Given the reactants [Br:1][C:2](=[CH2:12])[CH2:3][CH2:4][CH2:5][CH2:6][CH2:7][CH2:8][CH2:9][CH2:10][OH:11].[CH2:13]([O:15][CH:16]=[CH2:17])[CH3:14], predict the reaction product. The product is: [Br:1][C:2]([CH2:3][CH2:4][CH2:5][CH2:6][CH2:7][CH2:8][CH2:9][CH2:10][O:11][CH:13]([O:15][CH2:16][CH3:17])[CH3:14])=[CH2:12].